Dataset: Catalyst prediction with 721,799 reactions and 888 catalyst types from USPTO. Task: Predict which catalyst facilitates the given reaction. (1) Reactant: [CH3:1][C:2]1([C:23]([O:25][CH2:26][CH3:27])=[O:24])[CH2:7][CH2:6][N:5]([C:8]2[N:13]=[CH:12][C:11](B3OC(C)(C)C(C)(C)O3)=[CH:10][N:9]=2)[CH2:4][CH2:3]1.Cl[C:29]1[CH:34]=[C:33]([N:35]2[CH:39]=[CH:38][CH:37]=[N:36]2)[N:32]2[N:40]=[C:41]([NH2:43])[N:42]=[C:31]2[CH:30]=1.C(=O)([O-])[O-].[Cs+].[Cs+]. Product: [NH2:43][C:41]1[N:42]=[C:31]2[CH:30]=[C:29]([C:11]3[CH:12]=[N:13][C:8]([N:5]4[CH2:4][CH2:3][C:2]([CH3:1])([C:23]([O:25][CH2:26][CH3:27])=[O:24])[CH2:7][CH2:6]4)=[N:9][CH:10]=3)[CH:34]=[C:33]([N:35]3[CH:39]=[CH:38][CH:37]=[N:36]3)[N:32]2[N:40]=1. The catalyst class is: 38. (2) Reactant: [CH3:1][N:2]1[CH:6]=[C:5]([CH2:7][N:8]2[CH2:12][CH:11]3[CH2:13][N:14]([C:16]([O:18][C:19]([CH3:22])([CH3:21])[CH3:20])=[O:17])[CH2:15][CH:10]3[CH2:9]2)[C:4]([C:23]2[CH:28]=[CH:27][N:26]=[CH:25][CH:24]=2)=[N:3]1.[Br:29][CH2:30][C:31]1[CH:36]=[CH:35][CH:34]=[CH:33][CH:32]=1. Product: [Br-:29].[CH2:30]([N+:26]1[CH:27]=[CH:28][C:23]([C:4]2[C:5]([CH2:7][N:8]3[CH2:12][CH:11]4[CH:10]([CH2:15][N:14]([C:16]([O:18][C:19]([CH3:22])([CH3:20])[CH3:21])=[O:17])[CH2:13]4)[CH2:9]3)=[CH:6][N:2]([CH3:1])[N:3]=2)=[CH:24][CH:25]=1)[C:31]1[CH:36]=[CH:35][CH:34]=[CH:33][CH:32]=1. The catalyst class is: 21. (3) Reactant: [C:1]([O:4][C@H:5]1[C@H:10]([N:11]=[C:12]=[S:13])[C@@H:9]([O:14][C:15](=[O:17])[CH3:16])[C@H:8]([O:18][C:19](=[O:21])[CH3:20])[C@@H:7]([CH2:22][O:23][C:24](=[O:26])[CH3:25])[O:6]1)(=[O:3])[CH3:2].[N:27]([CH2:30][CH:31]=[CH2:32])=C=S. Product: [C:1]([O:4][C@H:5]1[C@H:10]([NH:11][C:12]([NH:27][CH2:30][CH:31]=[CH2:32])=[S:13])[C@@H:9]([O:14][C:15](=[O:17])[CH3:16])[C@H:8]([O:18][C:19](=[O:21])[CH3:20])[C@@H:7]([CH2:22][O:23][C:24](=[O:26])[CH3:25])[O:6]1)(=[O:3])[CH3:2]. The catalyst class is: 23. (4) Reactant: [O:1]([C:8]1[CH:13]=[CH:12][C:11](B(O)O)=[CH:10][CH:9]=1)[C:2]1[CH:7]=[CH:6][CH:5]=[CH:4][CH:3]=1.[NH2:17][C:18]1[C:19]([C:26]([NH2:28])=[O:27])=[N:20][C:21](Cl)=[C:22]([NH2:24])[N:23]=1.C(=O)([O-])[O-].[Na+].[Na+].O. Product: [NH2:17][C:18]1[C:19]([C:26]([NH2:28])=[O:27])=[N:20][C:21]([C:11]2[CH:12]=[CH:13][C:8]([O:1][C:2]3[CH:7]=[CH:6][CH:5]=[CH:4][CH:3]=3)=[CH:9][CH:10]=2)=[C:22]([NH2:24])[N:23]=1. The catalyst class is: 335. (5) Product: [F:16][C:13]1[CH:14]=[CH:15][C:10]([CH:9]2[NH:26][C:24]([O:23][CH3:22])=[N:25][C:1]([CH3:2])=[C:4]2[C:5]([O:7][CH3:8])=[O:6])=[CH:11][CH:12]=1. Reactant: [C:1](/[C:4](=[CH:9]/[C:10]1[CH:15]=[CH:14][C:13]([F:16])=[CH:12][CH:11]=1)/[C:5]([O:7][CH3:8])=[O:6])(=O)[CH3:2].S(O)(O)(=O)=O.[CH3:22][O:23][C:24](=[NH:26])[NH2:25].C([O-])(O)=O.[Na+]. The catalyst class is: 8.